From a dataset of Reaction yield outcomes from USPTO patents with 853,638 reactions. Predict the reaction yield, written as a fraction of the theoretical maximum amount of product (1.0 means a 100% yield; for example, 0.34 means a 34% yield). (1) The reactants are CO[C:3](=[O:21])[C:4]([OH:20])=[CH:5][C:6](=[O:19])[N:7]([CH2:10][C:11]1[CH:16]=[CH:15][C:14]([C:17]#[N:18])=[CH:13][CH:12]=1)[O:8][CH3:9].C=O.CN.ClC1C=C(C=CC=1Cl)[CH2:30][N:31](C)[C:32](C1CN(C)C(=O)C=1O)=O. No catalyst specified. The product is [C:17]([C:14]1[CH:13]=[CH:12][C:11]([CH2:10][N:7]([O:8][CH3:9])[C:6]([C:5]2[CH2:30][N:31]([CH3:32])[C:3](=[O:21])[C:4]=2[OH:20])=[O:19])=[CH:16][CH:15]=1)#[N:18]. The yield is 0.460. (2) The reactants are N[C:2]1[CH:3]=[CH:4][C:5]([O:8][CH3:9])=[N:6][CH:7]=1.[ClH:10].N([O-])=O.[Na+].[S:15](=[O:17])=[O:16]. The catalyst is C(O)(=O)C. The product is [CH3:9][O:8][C:5]1[N:6]=[CH:7][C:2]([S:15]([Cl:10])(=[O:17])=[O:16])=[CH:3][CH:4]=1. The yield is 0.510. (3) The reactants are [Br-].[CH3:2][O:3][C:4]1[CH:5]=[C:6]([C:13]2[CH:14]=[N+:15]([CH2:19][CH:20]=[CH2:21])[CH:16]=[CH:17][CH:18]=2)[CH:7]=[CH:8][C:9]=1[N+:10]([O-:12])=[O:11].[BH3-]C#N.[Na+]. The catalyst is CO. The product is [CH3:2][O:3][C:4]1[CH:5]=[C:6]([C:13]2[CH2:14][N:15]([CH2:19][CH:20]=[CH2:21])[CH2:16][CH2:17][CH:18]=2)[CH:7]=[CH:8][C:9]=1[N+:10]([O-:12])=[O:11]. The yield is 0.500. (4) The reactants are [NH2:1][C:2]1[N:7]2[CH:8]=[C:9]([CH2:11][CH3:12])[N:10]=[C:6]2[C:5]([C:13]([NH:15][CH2:16][CH:17]2[CH2:22][CH2:21][N:20](C(OC(C)(C)C)=O)[CH2:19][CH2:18]2)=[O:14])=[CH:4][C:3]=1[Cl:30].Cl. The catalyst is CO.Cl. The product is [NH2:1][C:2]1[N:7]2[CH:8]=[C:9]([CH2:11][CH3:12])[N:10]=[C:6]2[C:5]([C:13]([NH:15][CH2:16][CH:17]2[CH2:22][CH2:21][NH:20][CH2:19][CH2:18]2)=[O:14])=[CH:4][C:3]=1[Cl:30]. The yield is 0.450. (5) The reactants are [O:1]1[C:5]([CH:6]=O)=[CH:4][N:3]=[CH:2]1.[CH3:8][C:9]([S:12]([NH2:14])=[O:13])([CH3:11])[CH3:10]. The catalyst is C1COCC1.C(O[Ti](OCC)(OCC)OCC)C. The product is [CH3:8][C:9]([S:12](/[N:14]=[CH:6]/[C:5]1[O:1][CH:2]=[N:3][CH:4]=1)=[O:13])([CH3:11])[CH3:10]. The yield is 0.587. (6) The yield is 0.790. No catalyst specified. The product is [NH2:4][C:38]1[CH:37]=[CH:36][C:35]([F:41])=[C:34]([C@:30]2([CH2:32][F:33])[C@H:29]3[C@:27]([C:42]4[O:46][CH:45]=[N:44][CH:43]=4)([CH2:28]3)[S:26][C:25]([NH2:16])=[N:31]2)[CH:39]=1. The reactants are C([N:4](CC)C(C)C)(C)C.C(OC(=O)[N:16]([C:25]1[S:26][C@:27]2([C:42]3[O:46][CH:45]=[N:44][CH:43]=3)[C@H:29]([C@:30]([C:34]3[CH:39]=[C:38](Br)[CH:37]=[CH:36][C:35]=3[F:41])([CH2:32][F:33])[N:31]=1)[CH2:28]2)COCC[Si](C)(C)C)(C)(C)C. (7) The reactants are C(OC([N:8]1[CH2:12][C@@H:11]([CH2:13][O:14][CH3:15])[CH2:10][C@H:9]1[C:16]1[NH:20][C:19]2[C:21]3[C:26]([CH:27]=[CH:28][C:18]=2[N:17]=1)=[CH:25][C:24]1[C:29]2[C:34]([CH2:35][O:36][C:23]=1[CH:22]=3)=[CH:33][C:32]([C:37]1[CH:38]=[CH:39][C:40]3[N:44]=[C:43]([C@@H:45]4[CH2:49][CH2:48][CH2:47][N:46]4[C:50](=[O:60])[C@@H:51]([NH:55][C:56]([O:58][CH3:59])=[O:57])[CH:52]([CH3:54])[CH3:53])[NH:42][C:41]=3[CH:61]=1)=[CH:31][CH:30]=2)=O)(C)(C)C.Cl.[CH3:63][O:64][C:65]([NH:67][C@H:68]([C:72]1[CH:77]=CC=C[CH:73]=1)[C:69](O)=[O:70])=[O:66].CCOC(C(C#N)=NOC(N1CCOCC1)=[N+](C)C)=O.F[P-](F)(F)(F)(F)F.C(N(C(C)C)CC)(C)C. The catalyst is CN(C=O)C.C(OCC)(=O)C.C(O)C. The product is [CH3:59][O:58][C:56]([NH:55][C@@H:51]([CH:52]([CH3:53])[CH3:54])[C:50]([N:46]1[CH2:47][CH2:48][CH2:49][C@H:45]1[C:43]1[NH:42][C:41]2[CH:61]=[C:37]([C:32]3[CH:33]=[C:34]4[CH2:35][O:36][C:23]5[CH:22]=[C:21]6[C:26]([CH:27]=[CH:28][C:18]7[N:17]=[C:16]([C@@H:9]8[CH2:10][C@H:11]([CH2:13][O:14][CH3:15])[CH2:12][N:8]8[C@@:68]([NH:67][C:65](=[O:66])[O:64][CH3:63])([CH:72]([CH3:77])[CH3:73])[CH:69]=[O:70])[NH:20][C:19]=76)=[CH:25][C:24]=5[C:29]4=[CH:30][CH:31]=3)[CH:38]=[CH:39][C:40]=2[N:44]=1)=[O:60])=[O:57]. The yield is 0.400. (8) The reactants are [F:1][C:2]1[C:7]([F:8])=[CH:6][C:5](B(O)O)=[C:4]([O:12][CH3:13])[CH:3]=1.I[C:15]1[CH:20]=[CH:19][C:18]([OH:21])=[CH:17][CH:16]=1.C(=O)([O-])[O-].[K+].[K+]. The catalyst is CN(C=O)C.C(OCC)(=O)C.O.[Pd].C1(P(C2C=CC=CC=2)C2C=CC=CC=2)C=CC=CC=1.C1(P(C2C=CC=CC=2)C2C=CC=CC=2)C=CC=CC=1.C1(P(C2C=CC=CC=2)C2C=CC=CC=2)C=CC=CC=1.C1(P(C2C=CC=CC=2)C2C=CC=CC=2)C=CC=CC=1. The product is [F:1][C:2]1[C:7]([F:8])=[CH:6][C:5]([C:15]2[CH:20]=[CH:19][C:18]([OH:21])=[CH:17][CH:16]=2)=[C:4]([O:12][CH3:13])[CH:3]=1. The yield is 0.893. (9) No catalyst specified. The yield is 0.117. The product is [C:1]([CH2:3][C:4]1[CH:12]=[CH:11][C:7]([C:8]([OH:10])=[O:9])=[CH:6][CH:5]=1)([OH:16])=[O:14]. The reactants are [C:1]([CH2:3][C:4]1[CH:12]=[CH:11][C:7]([C:8]([OH:10])=[O:9])=[CH:6][CH:5]=1)#N.Cl.[OH-:14].[Na+].[OH2:16]. (10) The reactants are C[O:2][C:3]1[CH:4]=[C:5]([N:9]2[C:13]([CH3:14])=[CH:12][C:11]([CH3:15])=[N:10]2)[CH:6]=[CH:7][CH:8]=1.C([O-])([O-])=O.[K+].[K+]. The catalyst is Br.O. The product is [CH3:15][C:11]1[CH:12]=[C:13]([CH3:14])[N:9]([C:5]2[CH:4]=[C:3]([OH:2])[CH:8]=[CH:7][CH:6]=2)[N:10]=1. The yield is 0.960.